This data is from Catalyst prediction with 721,799 reactions and 888 catalyst types from USPTO. The task is: Predict which catalyst facilitates the given reaction. (1) Reactant: [Cl:1][C:2]1[CH:7]=[C:6]([N+:8]([O-:10])=[O:9])[CH:5]=[CH:4][C:3]=1[N:11]1[CH2:16][CH2:15][N:14](C(OC(C)(C)C)=O)[CH2:13][C@H:12]1[CH3:24].C(O)(C(F)(F)F)=O. Product: [Cl:1][C:2]1[CH:7]=[C:6]([N+:8]([O-:10])=[O:9])[CH:5]=[CH:4][C:3]=1[N:11]1[CH2:16][CH2:15][NH:14][CH2:13][C@H:12]1[CH3:24]. The catalyst class is: 2. (2) Reactant: [CH3:1][N:2]([CH3:48])[CH2:3][CH2:4][NH:5][C:6]([C:8]1[CH:13]=[CH:12][C:11](NC(NC2C=CC(C3N=C(N4CCOCC4)C4N=NN(C5C=C(C=CC=5)C(O)=O)C=4N=3)=CC=2)=O)=[CH:10][CH:9]=1)=[O:7].N.CCN(CC)CC.C1C=CC2N(O)N=NC=2C=1.CCN=C=NCCCN(C)C. Product: [CH3:1][N:2]([CH3:48])[CH2:3][CH2:4][NH:5][C:6](=[O:7])[C:8]1[CH:13]=[CH:12][CH:11]=[CH:10][CH:9]=1. The catalyst class is: 118.